This data is from Reaction yield outcomes from USPTO patents with 853,638 reactions. The task is: Predict the reaction yield, written as a fraction of the theoretical maximum amount of product (1.0 means a 100% yield; for example, 0.34 means a 34% yield). (1) The yield is 0.900. The catalyst is O1CCCC1.CO.C(OCC)(=O)C. The reactants are [C:1]1([C:7]2[N:8]=[C:9]([N:12]3[CH2:17][CH2:16][N:15](C(OC(C)(C)C)=O)[CH2:14][CH2:13]3)[O:10][CH:11]=2)[CH:6]=[CH:5][CH:4]=[CH:3][CH:2]=1.Cl. The product is [C:1]1([C:7]2[N:8]=[C:9]([N:12]3[CH2:17][CH2:16][NH:15][CH2:14][CH2:13]3)[O:10][CH:11]=2)[CH:2]=[CH:3][CH:4]=[CH:5][CH:6]=1. (2) The reactants are [OH-].[K+].C([O:5][C:6](=[O:22])[CH:7]([CH2:13][C:14]1[CH:19]=[CH:18][CH:17]=[C:16]([CH3:20])[C:15]=1[F:21])C(OCC)=O)C. The catalyst is O. The product is [F:21][C:15]1[C:16]([CH3:20])=[CH:17][CH:18]=[CH:19][C:14]=1[CH2:13][CH2:7][C:6]([OH:22])=[O:5]. The yield is 0.690. (3) The reactants are Cl[C:2]1[CH:17]=[C:16]([NH:18][CH:19]([CH3:21])[CH3:20])[C:5]([C:6]([NH:8][CH2:9][C@@H:10]([F:15])[C:11]([OH:14])([CH3:13])[CH3:12])=[O:7])=[CH:4][N:3]=1.[F:22][C:23]1[C:24]([NH2:32])=[N:25][C:26]2[N:27]([N:29]=[CH:30][CH:31]=2)[CH:28]=1.CC1(C)C2C(=C(P(C3C=CC=CC=3)C3C=CC=CC=3)C=CC=2)OC2C(P(C3C=CC=CC=3)C3C=CC=CC=3)=CC=CC1=2.C(=O)([O-])[O-].[Cs+].[Cs+]. The catalyst is O1CCOCC1.C1C=CC(/C=C/C(/C=C/C2C=CC=CC=2)=O)=CC=1.C1C=CC(/C=C/C(/C=C/C2C=CC=CC=2)=O)=CC=1.C1C=CC(/C=C/C(/C=C/C2C=CC=CC=2)=O)=CC=1.[Pd].[Pd]. The product is [F:15][C@@H:10]([C:11]([OH:14])([CH3:13])[CH3:12])[CH2:9][NH:8][C:6](=[O:7])[C:5]1[C:16]([NH:18][CH:19]([CH3:21])[CH3:20])=[CH:17][C:2]([NH:32][C:24]2[C:23]([F:22])=[CH:28][N:27]3[N:29]=[CH:30][CH:31]=[C:26]3[N:25]=2)=[N:3][CH:4]=1. The yield is 0.440. (4) The reactants are [NH:1]1[CH2:8][CH2:7][CH2:6][C@@H:2]1[C:3]([OH:5])=[O:4].[C:9](Cl)(=[O:13])[C:10]([CH3:12])=[CH2:11]. The catalyst is [OH-].[Na+].CC(C)=O. The product is [C:9]([N:1]1[CH2:8][CH2:7][CH2:6][C@@H:2]1[C:3]([OH:5])=[O:4])(=[O:13])[C:10]([CH3:12])=[CH2:11]. The yield is 0.680. (5) The reactants are [NH:1]1[CH2:5][CH2:4][N:3]2[N:6]=[CH:7][CH:8]=[C:2]12.[N+:9]([O-])([OH:11])=[O:10]. The catalyst is OS(O)(=O)=O. The product is [N+:9]([C:8]1[CH:7]=[N:6][N:3]2[CH2:4][CH2:5][NH:1][C:2]=12)([O-:11])=[O:10]. The yield is 0.340.